Dataset: Full USPTO retrosynthesis dataset with 1.9M reactions from patents (1976-2016). Task: Predict the reactants needed to synthesize the given product. (1) Given the product [CH3:13][C@@H:14]1[CH2:18][O:17][C:16](=[O:19])[N:15]1[CH2:2][C:3]1[CH:12]=[CH:11][C:6]([C:7]([O:9][CH3:10])=[O:8])=[CH:5][CH:4]=1, predict the reactants needed to synthesize it. The reactants are: Br[CH2:2][C:3]1[CH:12]=[CH:11][C:6]([C:7]([O:9][CH3:10])=[O:8])=[CH:5][CH:4]=1.[CH3:13][C@@H:14]1[CH2:18][O:17][C:16](=[O:19])[NH:15]1. (2) Given the product [CH3:37][C:31]1[N:30]=[CH:29][C:28]2[C:33](=[CH:34][CH:35]=[CH:36][C:27]=2[O:26][CH2:25][CH2:24][N:1]2[CH2:6][CH2:5][CH:4]([CH2:7][C:8]3[C:17]4[O:16][CH2:15][C:14](=[O:18])[NH:13][C:12]=4[CH:11]=[CH:10][CH:9]=3)[CH2:3][CH2:2]2)[N:32]=1, predict the reactants needed to synthesize it. The reactants are: [NH:1]1[CH2:6][CH2:5][CH:4]([CH2:7][C:8]2[C:17]3[O:16][CH2:15][C:14](=[O:18])[NH:13][C:12]=3[CH:11]=[CH:10][CH:9]=2)[CH2:3][CH2:2]1.CS(O[CH2:24][CH2:25][O:26][C:27]1[CH:36]=[CH:35][CH:34]=[C:33]2[C:28]=1[CH:29]=[N:30][C:31]([CH3:37])=[N:32]2)(=O)=O.